Dataset: Catalyst prediction with 721,799 reactions and 888 catalyst types from USPTO. Task: Predict which catalyst facilitates the given reaction. (1) Reactant: [CH3:1][S:2]([O:5][C@H:6]([CH:16]1[CH2:21][CH2:20][O:19][CH2:18][CH2:17]1)[CH2:7][O:8][Si:9]([C:12]([CH3:15])([CH3:14])[CH3:13])([CH3:11])[CH3:10])(=[O:4])=[O:3].[N-:22]=[N+:23]=[N-:24].[Na+]. Product: [N:22]([C@@H:6]([CH:16]1[CH2:21][CH2:20][O:19][CH2:18][CH2:17]1)[CH2:7][O:8][Si:9]([C:12]([CH3:15])([CH3:14])[CH3:13])([CH3:11])[CH3:10])=[N+:23]=[N-:24].[CH3:1][S:2]([O:5][C@H:6]([CH:16]1[CH2:17][CH2:18][O:19][CH2:20][CH2:21]1)[CH2:7][O:8][Si:9]([C:12]([CH3:15])([CH3:14])[CH3:13])([CH3:11])[CH3:10])(=[O:3])=[O:4]. The catalyst class is: 3. (2) Reactant: Br[CH2:2][C:3]([NH:5][C:6]1[C:15]2[CH2:14][C@H:13]([OH:16])[CH2:12][CH2:11][C:10]=2[CH:9]=[CH:8][CH:7]=1)=[O:4].[F:17][C:18]([F:28])([F:27])[O:19][C:20]1[CH:26]=[CH:25][C:23]([NH2:24])=[CH:22][CH:21]=1.C(N(CC)CC)C. Product: [OH:16][C@H:13]1[CH2:14][C:15]2[C:6]([NH:5][C:3](=[O:4])[CH2:2][NH:24][C:23]3[CH:25]=[CH:26][C:20]([O:19][C:18]([F:17])([F:27])[F:28])=[CH:21][CH:22]=3)=[CH:7][CH:8]=[CH:9][C:10]=2[CH2:11][CH2:12]1. The catalyst class is: 9. (3) Reactant: [C:1]([O:5][C:6]([NH:8][CH2:9][CH2:10][CH2:11][C@H:12]([NH:17][C:18]([C:20]1[C:21](=[O:34])[N:22]([CH2:26][C:27]2[CH:32]=[CH:31][CH:30]=[CH:29][C:28]=2[Cl:33])[CH:23]=[CH:24][CH:25]=1)=[O:19])[C:13]([O:15]C)=[O:14])=[O:7])([CH3:4])([CH3:3])[CH3:2].[OH-].[Na+]. Product: [C:1]([O:5][C:6]([NH:8][CH2:9][CH2:10][CH2:11][C@H:12]([NH:17][C:18]([C:20]1[C:21](=[O:34])[N:22]([CH2:26][C:27]2[CH:32]=[CH:31][CH:30]=[CH:29][C:28]=2[Cl:33])[CH:23]=[CH:24][CH:25]=1)=[O:19])[C:13]([OH:15])=[O:14])=[O:7])([CH3:4])([CH3:2])[CH3:3]. The catalyst class is: 1. (4) Reactant: [SH:1][C:2]1[CH:7]=[CH:6][C:5]([OH:8])=[CH:4][C:3]=1[CH3:9].[C:10]([O:14][C:15](=[O:18])[CH2:16]Br)([CH3:13])([CH3:12])[CH3:11].C(N(C(C)C)C(C)C)C.Cl.CCOC(C)=O. Product: [C:10]([O:14][C:15](=[O:18])[CH2:16][S:1][C:2]1[CH:7]=[CH:6][C:5]([OH:8])=[CH:4][C:3]=1[CH3:9])([CH3:13])([CH3:12])[CH3:11]. The catalyst class is: 20. (5) Reactant: Br[C:2]1[CH:3]=[C:4]([C:9]2[N:13]=[C:12]([C:14]3[CH:15]=[CH:16][C:17]([O:22][CH:23]([CH3:25])[CH3:24])=[C:18]([CH:21]=3)[C:19]#[N:20])[O:11][N:10]=2)[CH:5]=[CH:6][C:7]=1[F:8].CC(P(C(C)(C)C)C(C)(C)C)(C)C.C([O-])([O-])=O.[Cs+].[Cs+].Br[Zn][CH2:47][CH2:48][CH2:49][C:50]([O:52][CH2:53][CH3:54])=[O:51]. The catalyst class is: 443. Product: [C:19]([C:18]1[CH:21]=[C:14]([C:12]2[O:11][N:10]=[C:9]([C:4]3[CH:5]=[CH:6][C:7]([F:8])=[C:2]([CH2:47][CH2:48][CH2:49][C:50]([O:52][CH2:53][CH3:54])=[O:51])[CH:3]=3)[N:13]=2)[CH:15]=[CH:16][C:17]=1[O:22][CH:23]([CH3:25])[CH3:24])#[N:20]. (6) Reactant: [CH3:1][N:2]([N:4]=[CH:5][C:6]1[CH:11]=[CH:10][C:9]([CH2:12][N:13]2[CH2:18][CH2:17][N:16]([C:19](=[O:28])[CH2:20][O:21][C:22]3[S:23][C:24]([Cl:27])=[CH:25][CH:26]=3)[CH:15]([CH2:29][C:30]([O:32]CC)=[O:31])[C:14]2=[O:35])=[CH:8][CH:7]=1)[CH3:3].[Li+].[OH-]. Product: [CH3:1][N:2]([N:4]=[CH:5][C:6]1[CH:11]=[CH:10][C:9]([CH2:12][N:13]2[CH2:18][CH2:17][N:16]([C:19](=[O:28])[CH2:20][O:21][C:22]3[S:23][C:24]([Cl:27])=[CH:25][CH:26]=3)[CH:15]([CH2:29][C:30]([OH:32])=[O:31])[C:14]2=[O:35])=[CH:8][CH:7]=1)[CH3:3]. The catalyst class is: 24. (7) Reactant: Cl.Cl.[NH:3]1[C:11]2[C:6](=[CH:7][C:8]([C:12]3[C:20]4[C:19]([NH2:21])=[N:18][CH:17]=[N:16][C:15]=4[N:14]([CH3:22])[CH:13]=3)=[CH:9][CH:10]=2)[CH2:5][CH2:4]1.[F:23][C:24]([F:36])([F:35])[C:25]1[N:30]=[C:29]([CH2:31][C:32](O)=[O:33])[CH:28]=[CH:27][CH:26]=1.CN(C(ON1N=NC2C=CC=NC1=2)=[N+](C)C)C.F[P-](F)(F)(F)(F)F.CCN(C(C)C)C(C)C. Product: [CH3:22][N:14]1[C:15]2[N:16]=[CH:17][N:18]=[C:19]([NH2:21])[C:20]=2[C:12]([C:8]2[CH:7]=[C:6]3[C:11](=[CH:10][CH:9]=2)[N:3]([C:32](=[O:33])[CH2:31][C:29]2[CH:28]=[CH:27][CH:26]=[C:25]([C:24]([F:23])([F:36])[F:35])[N:30]=2)[CH2:4][CH2:5]3)=[CH:13]1. The catalyst class is: 35.